Dataset: NCI-60 drug combinations with 297,098 pairs across 59 cell lines. Task: Regression. Given two drug SMILES strings and cell line genomic features, predict the synergy score measuring deviation from expected non-interaction effect. Drug 1: CCC1=CC2CC(C3=C(CN(C2)C1)C4=CC=CC=C4N3)(C5=C(C=C6C(=C5)C78CCN9C7C(C=CC9)(C(C(C8N6C)(C(=O)OC)O)OC(=O)C)CC)OC)C(=O)OC.C(C(C(=O)O)O)(C(=O)O)O. Drug 2: CN(CCCl)CCCl.Cl. Synergy scores: CSS=65.6, Synergy_ZIP=-2.96, Synergy_Bliss=-2.77, Synergy_Loewe=-5.88, Synergy_HSA=-1.50. Cell line: SW-620.